The task is: Predict the reaction yield, written as a fraction of the theoretical maximum amount of product (1.0 means a 100% yield; for example, 0.34 means a 34% yield).. This data is from Reaction yield outcomes from USPTO patents with 853,638 reactions. (1) The reactants are [Cl:1][C:2]1[CH:7]=[CH:6][C:5]([C:8]([CH3:13])([CH3:12])[C:9](O)=[O:10])=[CH:4][CH:3]=1.O[N:15]1C2C=CC=CC=2N=[N:16]1.Cl.C(N=C=NCCCN(C)C)C. The catalyst is C(#N)C.CN(C)C=O. The product is [Cl:1][C:2]1[CH:7]=[CH:6][C:5]([C:8]([CH3:13])([CH3:12])[C:9]([NH:15][NH2:16])=[O:10])=[CH:4][CH:3]=1. The yield is 0.900. (2) The yield is 0.380. The reactants are [CH3:1][O:2][C:3]1[C:4](=[O:40])[C:5]([CH3:39])=[C:6]([CH2:12][C:13]2[CH:14]=[CH:15][C:16]([O:35]C(=O)C)=[C:17]([CH:34]=2)[C:18]([NH:20][C:21]2[CH:26]=[CH:25][C:24]([S:27]([C:30]([F:33])([F:32])[F:31])(=[O:29])=[O:28])=[CH:23][CH:22]=2)=[O:19])[C:7](=[O:11])[C:8]=1[O:9][CH3:10].C(=O)([O-])O.[Na+]. The product is [CH3:1][O:2][C:3]1[C:4](=[O:40])[C:5]([CH3:39])=[C:6]([CH2:12][C:13]2[CH:14]=[CH:15][C:16]([OH:35])=[C:17]([CH:34]=2)[C:18]([NH:20][C:21]2[CH:22]=[CH:23][C:24]([S:27]([C:30]([F:31])([F:32])[F:33])(=[O:28])=[O:29])=[CH:25][CH:26]=2)=[O:19])[C:7](=[O:11])[C:8]=1[O:9][CH3:10]. The catalyst is CO.O.